From a dataset of CYP1A2 inhibition data for predicting drug metabolism from PubChem BioAssay. Regression/Classification. Given a drug SMILES string, predict its absorption, distribution, metabolism, or excretion properties. Task type varies by dataset: regression for continuous measurements (e.g., permeability, clearance, half-life) or binary classification for categorical outcomes (e.g., BBB penetration, CYP inhibition). Dataset: cyp1a2_veith. (1) The compound is Clc1cccc2c1CN(C1=NCCN1)C2. The result is 1 (inhibitor). (2) The compound is O=c1c(-c2ccc(F)cc2)nc2cnc(Oc3cccc(Cl)c3)nc2n1C[C@H]1CCCO1. The result is 1 (inhibitor). (3) The molecule is CCCOC(=O)c1ccc(NC(=O)c2cn(CC)c3nc(C)ccc3c2=O)cc1. The result is 0 (non-inhibitor). (4) The molecule is CC(C)(C)COS(=O)OCC(C)(C)C. The result is 0 (non-inhibitor). (5) The molecule is Cc1ccc2nc3nc4ccc[nH]c4cc3c2c1. The result is 0 (non-inhibitor). (6) The drug is CCn1nc(C(=O)Nc2ccccc2C)c(Cl)c1Cl. The result is 1 (inhibitor). (7) The molecule is CCCSc1nnc2n(N)c(=O)c3ccccc3n12. The result is 1 (inhibitor).